This data is from Full USPTO retrosynthesis dataset with 1.9M reactions from patents (1976-2016). The task is: Predict the reactants needed to synthesize the given product. (1) Given the product [C:11]([C:9]1[CH:8]=[C:7]([N:15]2[C:19]([S:20][CH:21]3[CH2:26][CH2:25][CH2:24][CH2:23][CH2:22]3)=[C:18]([CH3:27])[C:17]([C:28]([NH:41][C@H:39]3[CH2:40][C@H:37]([C:35]([OH:36])=[O:34])[CH2:38]3)=[O:29])=[CH:16]2)[CH:6]=[C:5]([C:1]2([CH3:2])[CH2:3][CH2:4]2)[CH:10]=1)([CH3:12])([CH3:13])[CH3:14], predict the reactants needed to synthesize it. The reactants are: [C:1]([C:5]1[CH:6]=[C:7]([N:15]2[C:19]([S:20][CH:21]3[CH2:26][CH2:25][CH2:24][CH2:23][CH2:22]3)=[C:18]([CH3:27])[C:17]([C:28](OC)=[O:29])=[CH:16]2)[CH:8]=[C:9]([C:11]2([CH3:14])[CH2:13][CH2:12]2)[CH:10]=1)([CH3:4])([CH3:3])[CH3:2].Cl.C[O:34][C:35]([C@H:37]1[CH2:40][C@H:39]([NH2:41])[CH2:38]1)=[O:36]. (2) Given the product [CH2:1]([O:3][C:4](=[O:20])[C:5]([CH3:6])([O:8][C:9]1[CH:14]=[CH:13][C:12]([O:15][CH2:16][CH2:17][NH:18][C:24]([C:23]2[C:22]([CH3:21])=[N:30][C:29]([C:31]3[CH:36]=[CH:35][C:34]([C:37]([F:40])([F:38])[F:39])=[CH:33][CH:32]=3)=[CH:28][CH:27]=2)=[O:25])=[CH:11][C:10]=1[CH3:19])[CH3:7])[CH3:2], predict the reactants needed to synthesize it. The reactants are: [CH2:1]([O:3][C:4](=[O:20])[C:5]([O:8][C:9]1[CH:14]=[CH:13][C:12]([O:15][CH2:16][CH2:17][NH2:18])=[CH:11][C:10]=1[CH3:19])([CH3:7])[CH3:6])[CH3:2].[CH3:21][C:22]1[N:30]=[C:29]([C:31]2[CH:36]=[CH:35][C:34]([C:37]([F:40])([F:39])[F:38])=[CH:33][CH:32]=2)[CH:28]=[CH:27][C:23]=1[C:24](O)=[O:25]. (3) Given the product [OH:15][CH2:14][CH2:13][CH2:12][N:6]1[CH2:7][CH2:8][CH2:9][C@H:5]1[C:3](=[O:4])[N:2]([CH3:10])[CH3:1], predict the reactants needed to synthesize it. The reactants are: [CH3:1][N:2]([CH3:10])[C:3]([C@@H:5]1[CH2:9][CH2:8][CH2:7][NH:6]1)=[O:4].Br[CH2:12][CH2:13][CH2:14][OH:15].C(=O)([O-])[O-].[K+].[K+]. (4) Given the product [Br:5][C:6]1[CH:7]=[CH:8][C:9]([C:12]2[C:18]3[CH:19]=[C:20]([O:25][CH3:26])[C:21]([OH:23])=[CH:22][C:17]=3[CH2:16][CH:15]([CH3:27])[N:14]([C:28]([NH:30][CH3:31])=[O:29])[N:13]=2)=[CH:10][CH:11]=1, predict the reactants needed to synthesize it. The reactants are: [Cl-].[Cl-].[Cl-].[Al+3].[Br:5][C:6]1[CH:11]=[CH:10][C:9]([C:12]2[C:18]3[CH:19]=[C:20]([O:25][CH3:26])[C:21]([O:23]C)=[CH:22][C:17]=3[CH2:16][CH:15]([CH3:27])[N:14]([C:28]([NH:30][CH3:31])=[O:29])[N:13]=2)=[CH:8][CH:7]=1.O.BrC1C=CC(C2C3C=C(O)C(OC)=CC=3CC(C)N(C(NC)=O)N=2)=CC=1. (5) Given the product [F:1][C:2]1[CH:3]=[C:4]([C:9]2([O:14][CH3:15])[CH2:13][CH2:12][N:11]([CH2:23][CH:24]([CH3:26])[CH3:25])[CH2:10]2)[CH:5]=[CH:6][C:7]=1[F:8], predict the reactants needed to synthesize it. The reactants are: [F:1][C:2]1[CH:3]=[C:4]([C:9]2([O:14][CH3:15])[CH2:13][CH2:12][NH:11][CH2:10]2)[CH:5]=[CH:6][C:7]=1[F:8].C(=O)([O-])[O-].[K+].[K+].Br[CH2:23][CH:24]([CH3:26])[CH3:25].